The task is: Regression. Given a peptide amino acid sequence and an MHC pseudo amino acid sequence, predict their binding affinity value. This is MHC class I binding data.. This data is from Peptide-MHC class I binding affinity with 185,985 pairs from IEDB/IMGT. (1) The peptide sequence is MVEASGGRY. The MHC is HLA-A01:01 with pseudo-sequence HLA-A01:01. The binding affinity (normalized) is 0.555. (2) The peptide sequence is RLKQRTPGI. The MHC is HLA-B08:01 with pseudo-sequence HLA-B08:01. The binding affinity (normalized) is 0.411. (3) The peptide sequence is TPKPAVRFAI. The MHC is HLA-B40:02 with pseudo-sequence HLA-B40:02. The binding affinity (normalized) is 0.00500. (4) The peptide sequence is GSAAICGKY. The MHC is HLA-B27:05 with pseudo-sequence HLA-B27:05. The binding affinity (normalized) is 0.216. (5) The peptide sequence is IPRACQKSL. The MHC is HLA-A11:01 with pseudo-sequence HLA-A11:01. The binding affinity (normalized) is 0.0847. (6) The peptide sequence is HLPLSPRTLNA. The MHC is Mamu-A01 with pseudo-sequence Mamu-A01. The binding affinity (normalized) is 0.281. (7) The binding affinity (normalized) is 0.945. The peptide sequence is DSMDVLAEK. The MHC is HLA-A33:01 with pseudo-sequence HLA-A33:01. (8) The binding affinity (normalized) is 0.315. The MHC is HLA-A02:02 with pseudo-sequence HLA-A02:02. The peptide sequence is AMLKSKNINI. (9) The peptide sequence is RPTPTGTVM. The MHC is HLA-B07:02 with pseudo-sequence HLA-B07:02. The binding affinity (normalized) is 0.920.